The task is: Predict the reaction yield, written as a fraction of the theoretical maximum amount of product (1.0 means a 100% yield; for example, 0.34 means a 34% yield).. This data is from Reaction yield outcomes from USPTO patents with 853,638 reactions. (1) The reactants are [C:1]([O:5][C:6]([N:8]1[CH2:13][CH2:12][C:11]([CH:19]([C:23]#[N:24])C(O)=O)([CH:14]2[CH2:18][CH2:17][CH2:16][CH2:15]2)[CH2:10][CH2:9]1)=[O:7])([CH3:4])([CH3:3])[CH3:2]. The catalyst is CC#N. The product is [C:1]([O:5][C:6]([N:8]1[CH2:13][CH2:12][C:11]([CH2:19][C:23]#[N:24])([CH:14]2[CH2:15][CH2:16][CH2:17][CH2:18]2)[CH2:10][CH2:9]1)=[O:7])([CH3:4])([CH3:3])[CH3:2]. The yield is 0.730. (2) The reactants are C[Si](C)(C)[N-][Si](C)(C)C.[Li+].[I-].[CH:12]1([CH2:17][P+](C2C=CC=CC=2)(C2C=CC=CC=2)C2C=CC=CC=2)[CH2:16][CH2:15][CH2:14][CH2:13]1.[Cl:37][C:38]1[CH:39]=[CH:40][C:41]([C:46]([C:48]2[CH:53]=[CH:52][C:51]([S:54][CH3:55])=[CH:50][CH:49]=2)=O)=[N:42][C:43]=1[O:44][CH3:45].O. The catalyst is O1CCCC1. The product is [Cl:37][C:38]1[C:43]([O:44][CH3:45])=[N:42][C:41](/[C:46](/[C:48]2[CH:53]=[CH:52][C:51]([S:54][CH3:55])=[CH:50][CH:49]=2)=[CH:17]/[CH:12]2[CH2:16][CH2:15][CH2:14][CH2:13]2)=[CH:40][CH:39]=1. The yield is 0.580. (3) The reactants are [NH2:1][C:2]1[CH:10]=[C:9]([Cl:11])[CH:8]=[CH:7][C:3]=1[C:4]([NH2:6])=[O:5].CCN(C(C)C)C(C)C.Cl[C:22](=[O:28])[C:23]([O:25][CH2:26][CH3:27])=[O:24]. The catalyst is C1COCC1. The product is [C:4]([C:3]1[CH:7]=[CH:8][C:9]([Cl:11])=[CH:10][C:2]=1[NH:1][C:22](=[O:28])[C:23]([O:25][CH2:26][CH3:27])=[O:24])(=[O:5])[NH2:6]. The yield is 0.880. (4) The reactants are [ClH:1].[CH:2]1([C:5](=[O:33])[CH:6]([N:14]2[CH2:19][CH2:18][CH:17]([SH:20])/[C:16](=[CH:21]/[C:22]3[N:23]=[CH:24][N:25]([CH2:27][C:28]([O:30]CC)=[O:29])[CH:26]=3)/[CH2:15]2)[C:7]2[CH:12]=[CH:11][CH:10]=[CH:9][C:8]=2[F:13])[CH2:4][CH2:3]1.O1CCCC1.[OH-].[Na+].Cl. The catalyst is O. The product is [ClH:1].[C:28]([CH2:27][N:25]1[CH:26]=[C:22](/[CH:21]=[C:16]2\[CH2:15][N:14]([CH:6]([C:7]3[CH:12]=[CH:11][CH:10]=[CH:9][C:8]=3[F:13])[C:5]([CH:2]3[CH2:3][CH2:4]3)=[O:33])[CH2:19][CH2:18][CH:17]\2[SH:20])[N:23]=[CH:24]1)([OH:30])=[O:29]. The yield is 0.800. (5) The reactants are [Cl-].O[NH3+:3].[C:4](=[O:7])([O-])[OH:5].[Na+].CS(C)=O.[CH:13]1([C:16]2[N:17]=[C:18]([CH3:48])[N:19]([C:38]3[CH:43]=[CH:42][C:41]([O:44][CH:45]([CH3:47])[CH3:46])=[CH:40][CH:39]=3)[C:20](=[O:37])[C:21]=2[CH2:22][C:23]2[CH:28]=[CH:27][C:26]([C:29]3[C:30]([C:35]#[N:36])=[CH:31][CH:32]=[CH:33][CH:34]=3)=[CH:25][CH:24]=2)[CH2:15][CH2:14]1. The catalyst is C(OCC)(=O)C. The product is [CH:13]1([C:16]2[N:17]=[C:18]([CH3:48])[N:19]([C:38]3[CH:43]=[CH:42][C:41]([O:44][CH:45]([CH3:46])[CH3:47])=[CH:40][CH:39]=3)[C:20](=[O:37])[C:21]=2[CH2:22][C:23]2[CH:24]=[CH:25][C:26]([C:29]3[CH:34]=[CH:33][CH:32]=[CH:31][C:30]=3[C:35]3[NH:3][C:4](=[O:7])[O:5][N:36]=3)=[CH:27][CH:28]=2)[CH2:15][CH2:14]1. The yield is 0.640. (6) The reactants are [Br:1][C:2]1[CH:11]=[C:10]2[C:5]([C:6](Cl)=[N:7][C:8]([Cl:12])=[N:9]2)=[CH:4][CH:3]=1.[NH:14]1[CH2:19][CH2:18][O:17][CH2:16][CH2:15]1. The catalyst is C(Cl)Cl. The product is [Br:1][C:2]1[CH:11]=[C:10]2[C:5]([C:6]([N:14]3[CH2:19][CH2:18][O:17][CH2:16][CH2:15]3)=[N:7][C:8]([Cl:12])=[N:9]2)=[CH:4][CH:3]=1. The yield is 0.840.